This data is from Reaction yield outcomes from USPTO patents with 853,638 reactions. The task is: Predict the reaction yield, written as a fraction of the theoretical maximum amount of product (1.0 means a 100% yield; for example, 0.34 means a 34% yield). (1) The reactants are [OH-].[Na+].[CH2:3]([O:14][C:15]1[CH:16]=[C:17]([CH:22]=[CH:23][CH:24]=1)[C:18]([O:20]C)=[O:19])[CH2:4][CH2:5][CH2:6][CH2:7][CH2:8][CH2:9][CH2:10][CH2:11][CH2:12][CH3:13]. The catalyst is CO. The product is [CH2:3]([O:14][C:15]1[CH:16]=[C:17]([CH:22]=[CH:23][CH:24]=1)[C:18]([OH:20])=[O:19])[CH2:4][CH2:5][CH2:6][CH2:7][CH2:8][CH2:9][CH2:10][CH2:11][CH2:12][CH3:13]. The yield is 0.990. (2) The reactants are [C:1]([C:5]1[O:9][N:8]=[C:7]([NH:10][C:11]([NH:13][C:14]2[CH:19]=[CH:18][CH:17]=[C:16]([S:20][C:21]3[C:30]4[C:25](=[CH:26][C:27]([O:33][CH3:34])=[C:28]([O:31][CH3:32])[CH:29]=4)[N:24]=[CH:23][N:22]=3)[CH:15]=2)=[O:12])[CH:6]=1)([CH3:4])([CH3:3])[CH3:2].ClC1C=C(C=CC=1)C(OO)=[O:40]. The catalyst is ClCCl. The product is [C:1]([C:5]1[O:9][N:8]=[C:7]([NH:10][C:11]([NH:13][C:14]2[CH:19]=[CH:18][CH:17]=[C:16]([S:20]([C:21]3[C:30]4[C:25](=[CH:26][C:27]([O:33][CH3:34])=[C:28]([O:31][CH3:32])[CH:29]=4)[N:24]=[CH:23][N:22]=3)=[O:40])[CH:15]=2)=[O:12])[CH:6]=1)([CH3:4])([CH3:2])[CH3:3]. The yield is 0.170. (3) The reactants are Cl.Cl.[NH:3]1[CH2:6][CH:5]([C:7]2[C:8]([O:28][CH3:29])=[C:9]([CH:15]([N:17]3[C:21]4=[N:22][CH:23]=[N:24][C:25]([NH2:26])=[C:20]4[C:19]([CH3:27])=[N:18]3)[CH3:16])[CH:10]=[C:11]([Cl:14])[C:12]=2[F:13])[CH2:4]1.C(N([CH2:35][CH3:36])CC)C.C=O.[C:39](O[BH-](OC(=O)C)OC(=O)C)(=[O:41])C.[Na+]. The catalyst is CO. The product is [Cl:14][C:11]1[C:12]([F:13])=[C:7]([CH:5]2[CH2:4][N:3]([CH:36]3[CH2:35][O:41][CH2:39]3)[CH2:6]2)[C:8]([O:28][CH3:29])=[C:9]([CH:15]([N:17]2[C:21]3=[N:22][CH:23]=[N:24][C:25]([NH2:26])=[C:20]3[C:19]([CH3:27])=[N:18]2)[CH3:16])[CH:10]=1. The yield is 0.0630. (4) The reactants are Cl[C:2]1[NH:6][C:5]2[CH:7]=[CH:8][C:9]([C:11]([F:14])([F:13])[F:12])=[CH:10][C:4]=2[N:3]=1.Br.[Cl:16][C:17]1[CH:18]=[C:19]([N:24]2[CH2:28][C:27]3([CH2:33][CH2:32][NH:31][CH2:30][CH2:29]3)[O:26][C:25]2=[O:34])[CH:20]=[CH:21][C:22]=1[Cl:23]. The catalyst is CC(O)CCC.CC#N.CCN(C(C)C)C(C)C. The product is [Cl:16][C:17]1[CH:18]=[C:19]([N:24]2[CH2:28][C:27]3([CH2:29][CH2:30][N:31]([C:2]4[NH:6][C:5]5[CH:7]=[CH:8][C:9]([C:11]([F:14])([F:13])[F:12])=[CH:10][C:4]=5[N:3]=4)[CH2:32][CH2:33]3)[O:26][C:25]2=[O:34])[CH:20]=[CH:21][C:22]=1[Cl:23]. The yield is 0.160. (5) The catalyst is CN(C=O)C.C(OCC)(=O)C.O. The yield is 0.380. The product is [CH2:1]([O:8][C:9]1[C:14](=[O:15])[CH:13]=[CH:12][N:11]([CH2:16][CH2:17][O:18][CH3:19])[C:10]=1[C:20]([OH:23])=[O:21])[C:2]1[CH:3]=[CH:4][CH:5]=[CH:6][CH:7]=1. The reactants are [CH2:1]([O:8][C:9]1[C:14](=[O:15])[CH:13]=[CH:12][N:11]([CH2:16][CH2:17][O:18][CH3:19])[C:10]=1[CH:20]=[O:21])[C:2]1[CH:7]=[CH:6][CH:5]=[CH:4][CH:3]=1.S([O-])(O[O-])(=O)=[O:23].[K+].[K+].CO.Cl. (6) The reactants are [Cl:1][C:2]1[C:3]([CH3:18])=[C:4]([NH:10][C@H:11]([C@H:15]([OH:17])[CH3:16])[C:12]([OH:14])=O)[CH:5]=[CH:6][C:7]=1[C:8]#[N:9].F[B-](F)(F)F.N1(OC(N(C)C)=[N+](C)C)C2C=CC=CC=2N=N1.C(N(C(C)C)CC)(C)C.C1C=CC2N(O)N=NC=2C=1.[C:60](=[N:68]O)([NH2:67])[C:61]1[CH:66]=[CH:65][CH:64]=[CH:63][CH:62]=1. The yield is 0.0400. The catalyst is [Cl-].[Na+].O.CN(C=O)C. The product is [Cl:1][C:2]1[C:3]([CH3:18])=[C:4]([NH:10][C@@H:11]([C:12]2[O:14][N:68]=[C:60]([C:61]3[CH:66]=[CH:65][CH:64]=[CH:63][CH:62]=3)[N:67]=2)[C@H:15]([OH:17])[CH3:16])[CH:5]=[CH:6][C:7]=1[C:8]#[N:9]. (7) The reactants are [BH4-].[Na+].[C:3]1([S:9]([N:12]2[C:20]3[C:15](=[CH:16][C:17]([C:21](=O)[CH3:22])=[CH:18][CH:19]=3)[CH2:14][CH2:13]2)(=[O:11])=[O:10])[CH:8]=[CH:7][CH:6]=[CH:5][CH:4]=1.[OH-].[Na+]. The catalyst is C(O)(C(F)(F)F)=O.O. The product is [C:3]1([S:9]([N:12]2[C:20]3[C:15](=[CH:16][C:17]([CH2:21][CH3:22])=[CH:18][CH:19]=3)[CH2:14][CH2:13]2)(=[O:11])=[O:10])[CH:4]=[CH:5][CH:6]=[CH:7][CH:8]=1. The yield is 0.430. (8) The reactants are [C:1]1([CH2:7][O:8][C:9](=[O:17])[NH:10][CH2:11][C@H:12]2[CH2:16][CH2:15][NH:14][CH2:13]2)[CH:6]=[CH:5][CH:4]=[CH:3][CH:2]=1.[CH3:18][O:19][C:20]1[CH:29]=[CH:28][C:27]2[C:22](=[C:23]([C@H:30]3[CH2:32][O:31]3)[CH:24]=[CH:25][N:26]=2)[N:21]=1. The yield is 0.250. The catalyst is CN(C=O)C. The product is [C:1]1([CH2:7][O:8][C:9](=[O:17])[NH:10][CH2:11][C@@H:12]2[CH2:16][CH2:15][N:14]([CH2:32][C@@H:30]([OH:31])[C:23]3[C:22]4[C:27](=[CH:28][CH:29]=[C:20]([O:19][CH3:18])[N:21]=4)[N:26]=[CH:25][CH:24]=3)[CH2:13]2)[CH:2]=[CH:3][CH:4]=[CH:5][CH:6]=1. (9) The reactants are [CH:1]1([N:7]2[C:12](=[O:13])[C:11]([C:14]([NH:16][CH2:17][C:18]([O:20]CC)=[O:19])=[O:15])=[C:10]([OH:23])[C:9]([C:24](OC)=[O:25])=[C:8]2[OH:28])[CH2:6][CH2:5][CH2:4][CH2:3][CH2:2]1.Cl.[NH2:30][CH2:31][C:32]1[CH:37]=[CH:36][C:35]([S:38]([NH2:41])(=[O:40])=[O:39])=[CH:34][CH:33]=1.C(N(C(C)C)CC)(C)C.[OH-].[Na+]. The catalyst is O1CCOCC1. The product is [NH2:41][S:38]([C:35]1[CH:34]=[CH:33][C:32]([CH2:31][NH:30][C:24]([C:9]2[C:10]([OH:23])=[C:11]([C:14]([NH:16][CH2:17][C:18]([OH:20])=[O:19])=[O:15])[C:12](=[O:13])[N:7]([CH:1]3[CH2:6][CH2:5][CH2:4][CH2:3][CH2:2]3)[C:8]=2[OH:28])=[O:25])=[CH:37][CH:36]=1)(=[O:39])=[O:40]. The yield is 0.150. (10) The reactants are [F:1][C:2]1[CH:42]=[CH:41][C:5]([CH2:6][N:7]2[C:19](=[O:20])[C:18]3[C:17]([O:21][Si](C(C)C)(C(C)C)C(C)C)=[C:16]4[C:11]([CH:12]=[CH:13][CH:14]=[N:15]4)=[C:10]([O:32][CH3:33])[C:9]=3[C:8]2([OH:40])[C:34]2[CH:39]=[CH:38][CH:37]=[CH:36][CH:35]=2)=[CH:4][CH:3]=1.[F-].C([N+](CCCC)(CCCC)CCCC)CCC. The catalyst is C1COCC1. The product is [F:1][C:2]1[CH:3]=[CH:4][C:5]([CH2:6][N:7]2[C:19](=[O:20])[C:18]3[C:17]([OH:21])=[C:16]4[C:11]([CH:12]=[CH:13][CH:14]=[N:15]4)=[C:10]([O:32][CH3:33])[C:9]=3[C:8]2([OH:40])[C:34]2[CH:39]=[CH:38][CH:37]=[CH:36][CH:35]=2)=[CH:41][CH:42]=1. The yield is 0.760.